This data is from Peptide-MHC class I binding affinity with 185,985 pairs from IEDB/IMGT. The task is: Regression. Given a peptide amino acid sequence and an MHC pseudo amino acid sequence, predict their binding affinity value. This is MHC class I binding data. (1) The peptide sequence is GSAMGAASL. The MHC is Mamu-A2601 with pseudo-sequence Mamu-A2601. The binding affinity (normalized) is 0.223. (2) The peptide sequence is FSIPVTFSY. The MHC is HLA-B35:01 with pseudo-sequence HLA-B35:01. The binding affinity (normalized) is 1.00. (3) The peptide sequence is MWYWGPSLY. The MHC is HLA-A11:01 with pseudo-sequence HLA-A11:01. The binding affinity (normalized) is 0.0646. (4) The peptide sequence is YTFCRLNVK. The MHC is HLA-A11:01 with pseudo-sequence HLA-A11:01. The binding affinity (normalized) is 0.641. (5) The peptide sequence is IIMRCWLCWK. The MHC is HLA-A68:01 with pseudo-sequence HLA-A68:01. The binding affinity (normalized) is 1.00. (6) The peptide sequence is DIFVSLVKK. The MHC is HLA-A11:01 with pseudo-sequence HLA-A11:01. The binding affinity (normalized) is 0.693. (7) The peptide sequence is CGDGRRRVY. The MHC is HLA-A02:03 with pseudo-sequence HLA-A02:03. The binding affinity (normalized) is 0.163. (8) The peptide sequence is CLIQKALFMHC. The MHC is HLA-B27:05 with pseudo-sequence HLA-B27:05. The binding affinity (normalized) is 0.0156. (9) The peptide sequence is CLTVPNITI. The MHC is HLA-A02:06 with pseudo-sequence HLA-A02:06. The binding affinity (normalized) is 0.315.